From a dataset of Reaction yield outcomes from USPTO patents with 853,638 reactions. Predict the reaction yield, written as a fraction of the theoretical maximum amount of product (1.0 means a 100% yield; for example, 0.34 means a 34% yield). (1) The reactants are [C:1](=[O:3])=O.Br[C:5]1[CH:6]=[C:7]([CH:10]=[C:11](Br)C=1)[CH2:8]O.[Zn](CC)CC.Cl.[CH2:20]1[CH2:24]O[CH2:22][CH2:21]1. The catalyst is C1C=CC(P(C2C=CC=CC=2)[C-]2C=CC=C2)=CC=1.C1C=CC(P(C2C=CC=CC=2)[C-]2C=CC=C2)=CC=1.Cl[Pd]Cl.[Fe+2].CCOC(C)=O.CCCCCCC. The product is [CH2:21]([C:20]1[CH:24]=[C:5]([CH2:1][OH:3])[CH:6]=[C:7]([CH2:10][CH3:11])[CH:8]=1)[CH3:22]. The yield is 0.530. (2) The product is [CH3:14][O:15][C:16](=[O:41])[C@H:17]([CH2:33][C:34]1[CH:39]=[CH:38][C:37]([NH:40][C:9]([C:8]2[C:3]([C:2]([F:1])([F:13])[F:12])=[N:4][CH:5]=[N:6][CH:7]=2)=[O:11])=[CH:36][CH:35]=1)[NH:18][C:19]([C:21]1([CH2:25][CH2:26][CH2:27][CH2:28][S:29]([CH3:32])(=[O:31])=[O:30])[CH2:22][CH2:23][CH2:24]1)=[S:20]. The reactants are [F:1][C:2]([F:13])([F:12])[C:3]1[C:8]([C:9]([OH:11])=O)=[CH:7][N:6]=[CH:5][N:4]=1.[CH3:14][O:15][C:16](=[O:41])[C@H:17]([CH2:33][C:34]1[CH:39]=[CH:38][C:37]([NH2:40])=[CH:36][CH:35]=1)[NH:18][C:19]([C:21]1([CH2:25][CH2:26][CH2:27][CH2:28][S:29]([CH3:32])(=[O:31])=[O:30])[CH2:24][CH2:23][CH2:22]1)=[S:20].COC(=O)[C@H](CC1C=CC(NC(C2C=NC(C(F)(F)F)=NC=2)=O)=CC=1)NC(C1(CCCCS(C)(=O)=O)CCC1)=S. No catalyst specified. The yield is 0.320.